Dataset: CYP2D6 inhibition data for predicting drug metabolism from PubChem BioAssay. Task: Regression/Classification. Given a drug SMILES string, predict its absorption, distribution, metabolism, or excretion properties. Task type varies by dataset: regression for continuous measurements (e.g., permeability, clearance, half-life) or binary classification for categorical outcomes (e.g., BBB penetration, CYP inhibition). Dataset: cyp2d6_veith. (1) The drug is Cc1nc2cnc(Oc3cccc(Cl)c3)nc2n(C2CC2)c1=O. The result is 0 (non-inhibitor). (2) The drug is Cn1cccc1C(=O)N1CCC2(CCN(Cc3ccc(C#N)cc3)CC2)CC1. The result is 0 (non-inhibitor). (3) The drug is CCC(C)NC(=O)NC(=O)N(C1CCCCC1)S(C)(=O)=O. The result is 0 (non-inhibitor). (4) The compound is Cc1c(Cl)cccc1NC(=O)CCC(=O)NNC(=O)c1ccco1. The result is 0 (non-inhibitor). (5) The result is 1 (inhibitor). The drug is Cc1cc(C)cc(C(=O)OC2C[C@@H]3CC[C@H](C2)N3C)c1. (6) The compound is CN(CC(=O)O)Cc1oc(CO)cc(=O)c1O. The result is 0 (non-inhibitor). (7) The drug is Cc1ncc([N+](=O)[O-])n1CCOC(=O)NC(NCc1ccccc1)C(Cl)(Cl)Cl. The result is 0 (non-inhibitor).